This data is from Full USPTO retrosynthesis dataset with 1.9M reactions from patents (1976-2016). The task is: Predict the reactants needed to synthesize the given product. Given the product [NH2:16][C@H:11]1[CH2:12][CH2:13][CH2:14][CH2:15][C@H:10]1[NH:9][C:6]1[CH:5]=[C:4]([NH:24][C:25]2[CH:30]=[CH:29][C:28]([C:31]#[N:32])=[C:27]([CH3:33])[N:26]=2)[C:3]([C:1]#[N:2])=[N:8][CH:7]=1, predict the reactants needed to synthesize it. The reactants are: [C:1]([C:3]1[N:8]=[CH:7][C:6]([NH:9][C@@H:10]2[CH2:15][CH2:14][CH2:13][CH2:12][C@@H:11]2[NH:16]C(=O)OC(C)(C)C)=[CH:5][C:4]=1[NH:24][C:25]1[CH:30]=[CH:29][C:28]([C:31]#[N:32])=[C:27]([CH3:33])[N:26]=1)#[N:2].FC(F)(F)C(O)=O.